From a dataset of Reaction yield outcomes from USPTO patents with 853,638 reactions. Predict the reaction yield, written as a fraction of the theoretical maximum amount of product (1.0 means a 100% yield; for example, 0.34 means a 34% yield). (1) The reactants are [NH2:1][C@@H:2]([CH2:34][C:35]1[CH:40]=[CH:39][CH:38]=[CH:37][CH:36]=1)[C@@H:3]([OH:33])[CH2:4][C@@H:5]([NH:20][C:21]([C@@H:23]([NH:28][C:29](=[O:32])[O:30][CH3:31])[C:24]([CH3:27])([CH3:26])[CH3:25])=[O:22])[CH2:6][C:7]1[CH:12]=[CH:11][C:10]([C:13]2[CH:18]=[CH:17][C:16]([CH3:19])=[CH:15][N:14]=2)=[CH:9][CH:8]=1.[CH3:41][O:42][C:43]([NH:45][C@@H:46]([C:50]([CH3:53])([CH3:52])[CH3:51])[C:47](O)=[O:48])=[O:44].CCOP(ON1N=NC2C=CC=CC=2C1=O)(OCC)=O.C(N(CC)C(C)C)(C)C. The catalyst is C1COCC1. The product is [CH2:34]([C@@H:2]([C@@H:3]([OH:33])[CH2:4][C@H:5]([CH2:6][C:7]1[CH:12]=[CH:11][C:10]([C:13]2[CH:18]=[CH:17][C:16]([CH3:19])=[CH:15][N:14]=2)=[CH:9][CH:8]=1)[NH:20][C:21](=[O:22])[C@H:23]([C:24]([CH3:27])([CH3:26])[CH3:25])[NH:28][C:29](=[O:32])[O:30][CH3:31])[NH:1][C:47](=[O:48])[C@@H:46]([NH:45][C:43](=[O:44])[O:42][CH3:41])[C:50]([CH3:53])([CH3:52])[CH3:51])[C:35]1[CH:36]=[CH:37][CH:38]=[CH:39][CH:40]=1. The yield is 0.730. (2) The reactants are [Cl:1][C:2]1[CH:21]=[C:20]([C:22]([F:25])([F:24])[F:23])[CH:19]=[CH:18][C:3]=1[CH2:4][N:5]1[C:9]([C:10](OCC)=[O:11])=[CH:8][C:7]([CH:15]2[CH2:17][CH2:16]2)=[N:6]1.[H-].C([Al+]CC(C)C)C(C)C.O.O.O.O.O.O.O.O.O.O.[O-]S([O-])(=O)=O.[Na+].[Na+]. The catalyst is O1CCCC1.C1(C)C=CC=CC=1. The product is [Cl:1][C:2]1[CH:21]=[C:20]([C:22]([F:25])([F:23])[F:24])[CH:19]=[CH:18][C:3]=1[CH2:4][N:5]1[C:9]([CH2:10][OH:11])=[CH:8][C:7]([CH:15]2[CH2:16][CH2:17]2)=[N:6]1. The yield is 0.840.